The task is: Predict the reactants needed to synthesize the given product.. This data is from Full USPTO retrosynthesis dataset with 1.9M reactions from patents (1976-2016). Given the product [C:10]1([C:8]2[N:2]=[C:1]([SH:3])[S:4][CH:7]=2)[CH:15]=[CH:14][CH:13]=[CH:12][CH:11]=1, predict the reactants needed to synthesize it. The reactants are: [C:1](=[S:4])([S-:3])[NH2:2].[NH4+].Br[CH2:7][C:8]([C:10]1[CH:15]=[CH:14][CH:13]=[CH:12][CH:11]=1)=O.